Dataset: Peptide-MHC class II binding affinity with 134,281 pairs from IEDB. Task: Regression. Given a peptide amino acid sequence and an MHC pseudo amino acid sequence, predict their binding affinity value. This is MHC class II binding data. (1) The MHC is DRB1_0401 with pseudo-sequence DRB1_0401. The peptide sequence is LSPLSNMVSMANNHM. The binding affinity (normalized) is 0.0783. (2) The peptide sequence is MSGPMQQLTQPLQQV. The MHC is HLA-DQA10301-DQB10302 with pseudo-sequence HLA-DQA10301-DQB10302. The binding affinity (normalized) is 0.192. (3) The peptide sequence is GELQIVDKIDAARKI. The MHC is DRB1_0404 with pseudo-sequence DRB1_0404. The binding affinity (normalized) is 0.664. (4) The peptide sequence is FVVFLVAAALGGLAA. The MHC is HLA-DQA10501-DQB10301 with pseudo-sequence HLA-DQA10501-DQB10301. The binding affinity (normalized) is 0.801.